From a dataset of Forward reaction prediction with 1.9M reactions from USPTO patents (1976-2016). Predict the product of the given reaction. (1) The product is: [Cl:1][C:2]1[CH:7]=[CH:6][C:5]([C:8]2[N:12]([CH2:13][CH:14]([OH:19])[C:15]([F:16])([F:17])[F:18])[C:11](=[O:20])[N:10]([CH2:21][C:22]3[CH:23]=[C:24]([C:32]4[CH:37]=[CH:36][CH:35]=[CH:34][C:33]=4[C:38]([F:41])([F:39])[F:40])[CH:25]=[CH:26][C:27]=3[C:28]([OH:30])=[O:29])[N:9]=2)=[CH:4][CH:3]=1. Given the reactants [Cl:1][C:2]1[CH:7]=[CH:6][C:5]([C:8]2[N:12]([CH2:13][CH:14]([OH:19])[C:15]([F:18])([F:17])[F:16])[C:11](=[O:20])[N:10]([CH2:21][C:22]3[CH:23]=[C:24]([C:32]4[CH:37]=[CH:36][CH:35]=[CH:34][C:33]=4[C:38]([F:41])([F:40])[F:39])[CH:25]=[CH:26][C:27]=3[C:28]([O:30]C)=[O:29])[N:9]=2)=[CH:4][CH:3]=1.[OH-].[Li+], predict the reaction product. (2) Given the reactants Br[C:2]1[CH:7]=[CH:6][C:5]([O:8][CH3:9])=[C:4]([CH3:10])[CH:3]=1.[Mg].[Br:12][C:13]1[CH:14]=[C:15]([CH:22]=[C:23]([O:25][CH2:26][CH3:27])[CH:24]=1)[C:16](N(OC)C)=[O:17].[Cl-].[NH4+], predict the reaction product. The product is: [Br:12][C:13]1[CH:14]=[C:15]([C:16]([C:2]2[CH:7]=[CH:6][C:5]([O:8][CH3:9])=[C:4]([CH3:10])[CH:3]=2)=[O:17])[CH:22]=[C:23]([O:25][CH2:26][CH3:27])[CH:24]=1. (3) Given the reactants [F:1][C:2]1[CH:9]=[CH:8][C:5]([CH:6]=[O:7])=[C:4]([OH:10])[CH:3]=1.C(=O)([O-])[O-].[K+].[K+].[CH2:17](Br)[C:18]1[CH:23]=[CH:22][CH:21]=[CH:20][CH:19]=1, predict the reaction product. The product is: [CH2:17]([O:10][C:4]1[CH:3]=[C:2]([F:1])[CH:9]=[CH:8][C:5]=1[CH:6]=[O:7])[C:18]1[CH:23]=[CH:22][CH:21]=[CH:20][CH:19]=1. (4) The product is: [CH3:13][S:10][C:7]1[CH:8]=[CH:9][C:4]([N+:1]([O-:3])=[O:2])=[CH:5][CH:6]=1. Given the reactants [N+:1]([C:4]1[CH:9]=[CH:8][C:7]([SH:10])=[CH:6][CH:5]=1)([O-:3])=[O:2].[OH-].[Na+].[CH3:13]I, predict the reaction product. (5) Given the reactants [CH3:1][O:2][CH:3]([O:6]C)[CH:4]=[CH2:5].[C:8](O)(C(F)(F)F)=O.[C:15](#N)[CH3:16], predict the reaction product. The product is: [CH3:8][CH2:1][O:2][CH:3]([O:6][CH2:15][CH3:16])[CH:4]=[CH2:5]. (6) Given the reactants [H-].[H-].[H-].[H-].[Li+].[Al+3].[CH2:7]([O:9][C:10]1([O:21][CH2:22][CH3:23])[CH2:15][NH:14][CH:13]([C:16](OCC)=[O:17])[CH2:12][CH2:11]1)[CH3:8], predict the reaction product. The product is: [CH2:22]([O:21][C:10]1([O:9][CH2:7][CH3:8])[CH2:15][NH:14][CH:13]([CH2:16][OH:17])[CH2:12][CH2:11]1)[CH3:23]. (7) Given the reactants C(=O)([O-])[O-].[K+].[K+].[CH3:7][N:8]=[C:9]=[O:10].[CH3:11][C:12]1[C:13]([O:18][C:19]2[CH:24]=[CH:23][C:22]([C:25]([F:28])([F:27])[F:26])=[CH:21][C:20]=2[N+:29]([O-:31])=[O:30])=[N:14][NH:15][C:16]=1[CH3:17].Cl, predict the reaction product. The product is: [CH3:7][NH:8][C:9]([N:15]1[C:16]([CH3:17])=[C:12]([CH3:11])[C:13]([O:18][C:19]2[CH:24]=[CH:23][C:22]([C:25]([F:28])([F:27])[F:26])=[CH:21][C:20]=2[N+:29]([O-:31])=[O:30])=[N:14]1)=[O:10]. (8) Given the reactants [CH:1]([C:3]1[CH:8]=[CH:7][CH:6]=[CH:5][C:4]=1[C:9]1[N:13]([S:14]([C:17]2[CH:18]=[N:19][CH:20]=[CH:21][CH:22]=2)(=[O:16])=[O:15])[CH:12]=[C:11]([CH2:23][N:24]([CH3:32])[C:25](=[O:31])[O:26][C:27]([CH3:30])([CH3:29])[CH3:28])[CH:10]=1)=[O:2].[BH4-].[Na+].CO.O, predict the reaction product. The product is: [OH:2][CH2:1][C:3]1[CH:8]=[CH:7][CH:6]=[CH:5][C:4]=1[C:9]1[N:13]([S:14]([C:17]2[CH:18]=[N:19][CH:20]=[CH:21][CH:22]=2)(=[O:16])=[O:15])[CH:12]=[C:11]([CH2:23][N:24]([CH3:32])[C:25](=[O:31])[O:26][C:27]([CH3:28])([CH3:29])[CH3:30])[CH:10]=1. (9) Given the reactants [NH2:1][C:2]1[C:7]2[C:8]([CH2:11][O:12][C:13]3[CH:18]=[CH:17][C:16]([Br:19])=[CH:15][CH:14]=3)=[CH:9][S:10][C:6]=2[C:5]([C:20]([OH:22])=O)=[CH:4][N:3]=1.[CH3:23][N:24]([CH3:31])[CH2:25][C:26]([CH3:30])([CH3:29])[CH2:27][NH2:28].C1(P(N=[N+]=[N-])(C2C=CC=CC=2)=O)C=CC=CC=1.C(N(CC)CC)C, predict the reaction product. The product is: [CH3:23][N:24]([CH3:31])[CH2:25][C:26]([CH3:30])([CH3:29])[CH2:27][NH:28][C:20]([C:5]1[C:6]2[S:10][CH:9]=[C:8]([CH2:11][O:12][C:13]3[CH:14]=[CH:15][C:16]([Br:19])=[CH:17][CH:18]=3)[C:7]=2[C:2]([NH2:1])=[N:3][CH:4]=1)=[O:22].